Dataset: Forward reaction prediction with 1.9M reactions from USPTO patents (1976-2016). Task: Predict the product of the given reaction. (1) Given the reactants [CH3:1][O:2][CH2:3][C:4]1([C:7]2[CH:12]=[CH:11][C:10]([NH:13][C:14]([C:16]3[CH:21]=[CH:20][CH:19]=[CH:18][C:17]=3[N:22]([CH2:26][C:27]3[CH:32]=[CH:31][N:30]=[CH:29][CH:28]=3)C(=O)C)=[O:15])=[CH:9][CH:8]=2)[CH2:6][CH2:5]1.Cl.[C:34]([O-])(O)=O.[Na+], predict the reaction product. The product is: [CH3:1][O:2][CH2:3][C:4]1([C:7]2[CH:12]=[CH:11][C:10]([NH:13][C:14]([C:16]3[CH:21]=[CH:20][CH:19]=[CH:18][C:17]=3[NH:22][CH2:26][C:27]3[CH:28]=[CH:29][N:30]=[CH:31][CH:32]=3)=[O:15])=[CH:9][CH:8]=2)[CH2:5][CH2:34][CH2:6]1. (2) Given the reactants [CH2:1]([NH:8][CH2:9][C:10]1[CH:15]=[CH:14][CH:13]=[CH:12][CH:11]=1)[C:2]1[CH:7]=[CH:6][CH:5]=[CH:4][CH:3]=1.[ClH:16], predict the reaction product. The product is: [ClH:16].[CH2:9]([NH:8][CH2:1][C:2]1[CH:7]=[CH:6][CH:5]=[CH:4][CH:3]=1)[C:10]1[CH:15]=[CH:14][CH:13]=[CH:12][CH:11]=1. (3) Given the reactants [H-].[Na+].[C:3]([O:7][C:8]([NH:10][C@@H:11]1[CH2:16][CH2:15][C@H:14]([C:17]([OH:19])=[O:18])[CH2:13][CH2:12]1)=[O:9])([CH3:6])([CH3:5])[CH3:4].[CH3:20]N(C)C(=O)C, predict the reaction product. The product is: [C:3]([O:7][C:8]([N:10]([CH3:20])[C@@H:11]1[CH2:12][CH2:13][C@H:14]([C:17]([OH:19])=[O:18])[CH2:15][CH2:16]1)=[O:9])([CH3:6])([CH3:4])[CH3:5]. (4) Given the reactants [Br:1][C:2]1[CH:7]=[CH:6][C:5]([NH2:8])=[CH:4][C:3]=1[CH3:9].[OH-].[Na+].[CH3:12][C:13]([CH3:18])=[CH:14][C:15](Cl)=[O:16], predict the reaction product. The product is: [Br:1][C:2]1[CH:7]=[CH:6][C:5]([NH:8][C:15](=[O:16])[CH:14]=[C:13]([CH3:18])[CH3:12])=[CH:4][C:3]=1[CH3:9]. (5) Given the reactants [NH2:1][C:2]1[CH:3]=[C:4]([N:8]2[CH2:12][CH2:11][NH:10][C:9]2=[O:13])[CH:5]=[CH:6][CH:7]=1.[CH:14](=O)[C:15]1[CH:20]=[CH:19][CH:18]=[CH:17][CH:16]=1.C(O)(=O)C.[BH4-].[Na+], predict the reaction product. The product is: [CH2:14]([NH:1][C:2]1[CH:3]=[C:4]([N:8]2[CH2:12][CH2:11][NH:10][C:9]2=[O:13])[CH:5]=[CH:6][CH:7]=1)[C:15]1[CH:20]=[CH:19][CH:18]=[CH:17][CH:16]=1. (6) The product is: [CH3:55][O:54][C:51]1[CH:50]=[CH:49][C:48]([N:45]2[CH2:46][CH2:47][N:42]([C:25]3[C:24]([CH3:56])=[C:23]([CH:19]=[O:18])[C:31]4[O:30][C:29]([CH3:33])([CH3:32])[CH:28]([C:34]5[CH:35]=[CH:36][C:37]([CH3:40])=[CH:38][CH:39]=5)[C:27]=4[C:26]=3[CH3:41])[CH2:43][CH2:44]2)=[CH:53][CH:52]=1. Given the reactants C1(C)C=CC(S([O-])(=O)=O)=CC=1.[NH+]1C=CC=CC=1.[O:18]1CCO[CH:19]1[C:23]1[C:31]2[O:30][C:29]([CH3:33])([CH3:32])[CH:28]([C:34]3[CH:39]=[CH:38][C:37]([CH3:40])=[CH:36][CH:35]=3)[C:27]=2[C:26]([CH3:41])=[C:25]([N:42]2[CH2:47][CH2:46][N:45]([C:48]3[CH:53]=[CH:52][C:51]([O:54][CH3:55])=[CH:50][CH:49]=3)[CH2:44][CH2:43]2)[C:24]=1[CH3:56], predict the reaction product. (7) Given the reactants [CH3:1][NH:2][C:3]1[CH:8]=[CH:7][C:6]([N+:9]([O-:11])=[O:10])=[CH:5][CH:4]=1.CCN(CC)CC.[Br:19][CH2:20][C:21](Br)=[O:22], predict the reaction product. The product is: [Br:19][CH2:20][C:21]([N:2]([CH3:1])[C:3]1[CH:4]=[CH:5][C:6]([N+:9]([O-:11])=[O:10])=[CH:7][CH:8]=1)=[O:22]. (8) Given the reactants [CH3:1][C:2]1[CH:7]=[C:6]([C:8]2[S:12][CH:11]=[N:10][CH:9]=2)[N:5]=[C:4]([NH:13][C:14]2[CH:19]=[C:18]([C:20]([F:23])([F:22])[F:21])[CH:17]=[CH:16][N:15]=2)[CH:3]=1.C([N-]C(C)C)(C)C.[Li+].[F:32][C:33]1[C:34]([C:44]([O:46][CH3:47])=[O:45])=[CH:35][C:36]2[CH2:37][CH2:38][CH2:39][C:40](=[O:43])[C:41]=2[CH:42]=1.[OH2:48].C(#N)C, predict the reaction product. The product is: [C:18]([OH:43])([C:20]([F:23])([F:22])[F:21])=[O:48].[F:21][C:20]([F:23])([F:22])[C:18]([OH:43])=[O:48].[F:32][C:33]1[C:34]([C:44]([O:46][CH3:47])=[O:45])=[CH:35][C:36]2[CH2:37][CH2:38][CH2:39][C:40]([OH:43])([C:11]3[S:12][C:8]([C:6]4[CH:7]=[C:2]([CH3:1])[CH:3]=[C:4]([NH:13][C:14]5[CH:19]=[C:18]([C:20]([F:23])([F:21])[F:22])[CH:17]=[CH:16][N:15]=5)[N:5]=4)=[CH:9][N:10]=3)[C:41]=2[CH:42]=1. (9) Given the reactants [F:1][C:2]1[CH:7]=[CH:6][C:5]([C:8]2[C:16]3[C:11](=[CH:12][CH:13]=[CH:14][CH:15]=3)[N:10]([CH:17]([CH3:19])[CH3:18])[C:9]=2/[CH:20]=[CH:21]/[C@@H:22]([OH:30])[CH2:23][C@@H:24]([OH:29])[CH2:25][C:26]([OH:28])=[O:27])=[CH:4][CH:3]=1.CO[N-]C.C(O)C.[OH-].[Na+:39], predict the reaction product. The product is: [Na+:39].[F:1][C:2]1[CH:3]=[CH:4][C:5]([C:8]2[C:16]3[C:11](=[CH:12][CH:13]=[CH:14][CH:15]=3)[N:10]([CH:17]([CH3:19])[CH3:18])[C:9]=2/[CH:20]=[CH:21]/[C@@H:22]([OH:30])[CH2:23][C@@H:24]([OH:29])[CH2:25][C:26]([O-:28])=[O:27])=[CH:6][CH:7]=1. (10) Given the reactants [CH3:1][S:2](Cl)(=[O:4])=[O:3].[CH3:6][S:7]([C:10]1[CH:11]=[C:12]([NH2:17])[CH:13]=[C:14]([NH2:16])[CH:15]=1)(=[O:9])=[O:8].N1C=CC=CC=1, predict the reaction product. The product is: [NH2:17][C:12]1[CH:13]=[C:14]([NH:16][S:2]([CH3:1])(=[O:4])=[O:3])[CH:15]=[C:10]([S:7]([CH3:6])(=[O:8])=[O:9])[CH:11]=1.